Dataset: Catalyst prediction with 721,799 reactions and 888 catalyst types from USPTO. Task: Predict which catalyst facilitates the given reaction. Reactant: [N+:1]([C:4]1[CH:17]=[CH:16][C:7]([O:8][CH:9]2[CH2:14][CH2:13][N:12]([CH3:15])[CH2:11][CH2:10]2)=[C:6]([O:18][CH3:19])[CH:5]=1)([O-])=O.[H][H]. Product: [CH3:19][O:18][C:6]1[CH:5]=[C:4]([CH:17]=[CH:16][C:7]=1[O:8][CH:9]1[CH2:14][CH2:13][N:12]([CH3:15])[CH2:11][CH2:10]1)[NH2:1]. The catalyst class is: 29.